Dataset: CYP2D6 inhibition data for predicting drug metabolism from PubChem BioAssay. Task: Regression/Classification. Given a drug SMILES string, predict its absorption, distribution, metabolism, or excretion properties. Task type varies by dataset: regression for continuous measurements (e.g., permeability, clearance, half-life) or binary classification for categorical outcomes (e.g., BBB penetration, CYP inhibition). Dataset: cyp2d6_veith. (1) The drug is COc1ccc(NC(=O)c2cc(-c3cccnc3)nc3ccc(C)cc23)cc1OC. The result is 0 (non-inhibitor). (2) The compound is C[C@@]1(C(NC(=O)Cc2ccccc2)c2ccc(-c3ccccc3)cc2)C[C@H]1C1CCCCC1. The result is 0 (non-inhibitor). (3) The molecule is CC(C)CN1CC2(CCN(C(=O)c3cccc(F)c3)CC2)C1. The result is 0 (non-inhibitor). (4) The molecule is Cc1ccc2nc(N3CCN(S(=O)(=O)c4ccc5c(c4)OCCO5)CC3)c(C#N)cc2c1. The result is 0 (non-inhibitor). (5) The compound is O=C(O)c1cc2c(cc1S(=O)(=O)O)[C@H]1[C@@H]([C@H]3[C@H]2[C@@]2(Cl)C(Cl)=C(Cl)[C@]3(Cl)C2(Cl)Cl)[C@]2(Cl)C(Cl)=C(Cl)[C@@]1(Cl)C2(Cl)Cl. The result is 0 (non-inhibitor).